From a dataset of Catalyst prediction with 721,799 reactions and 888 catalyst types from USPTO. Predict which catalyst facilitates the given reaction. (1) Reactant: ClC1N=C2NC(=O)C3([C@@H](C4C=CC=C(Cl)C=4F)[C@H](C(N[C@H]4CC[C@H](CO)CC4)=O)[N:12]([C@H:34]([C:43]4[CH:48]=[CH:47][CH:46]=CC=4)[C@@H:35]([OH:42])C4C=CC=CC=4)C43CCC(C)(C)CC4)C2=CC=1.[H][H].C[OH:60]. Product: [NH2:12][C@@H:34]1[CH2:43][CH2:48][C@@H:47]([CH2:46][OH:60])[O:42][CH2:35]1. The catalyst class is: 719. (2) Product: [CH3:1][O:2][C:3](=[O:23])[C:4]1[CH:5]=[CH:6][C:7]([C:10]2[NH:14][C:13]3[C:15]([CH:21]=[O:22])=[C:16]([OH:19])[CH:17]=[CH:18][C:12]=3[N:11]=2)=[CH:8][CH:9]=1. The catalyst class is: 4. Reactant: [CH3:1][O:2][C:3](=[O:23])[C:4]1[CH:9]=[CH:8][C:7]([C:10]2[NH:14][C:13]3[C:15]([CH:21]=[O:22])=[C:16]([O:19]C)[CH:17]=[CH:18][C:12]=3[N:11]=2)=[CH:6][CH:5]=1.B(Br)(Br)Br. (3) Reactant: [Br:1]N1C(=O)CCC1=O.[CH3:9][NH:10][CH2:11][CH2:12][CH2:13][NH:14][C:15]1[N:23]=[CH:22][N:21]=[C:20]2[C:16]=1[N:17]=[CH:18][NH:19]2. Product: [Br:1][C:18]1[NH:19][C:20]2[C:16]([N:17]=1)=[C:15]([NH:14][CH2:13][CH2:12][CH2:11][NH:10][CH3:9])[N:23]=[CH:22][N:21]=2. The catalyst class is: 10. (4) Reactant: [CH3:1][C:2]1[C:6]([C:7]2[CH:8]=[C:9]([C:31]([NH2:33])=[O:32])[C:10]3[NH:11][C:12]4[C:17]([C:18]=3[C:19]=2[F:20])=[CH:16][CH:15]=[C:14]([C:21]([N:23]2[CH2:28][C@H:27]([CH3:29])[O:26][C@H:25]([CH3:30])[CH2:24]2)=[O:22])[CH:13]=4)=[C:5]([CH3:34])[O:4][N:3]=1.C(=O)([O-])[O-].[K+].[K+].BrC1C=C2C(=CC=1Br)N([CH2:56][CH:57]1[CH2:59][CH2:58]1)C1C(C(N)=O)=CC(C3C(C)=NOC=3C)=CC2=1.BrCC1CC1. Product: [CH:57]1([CH2:56][N:11]2[C:10]3[C:9]([C:31]([NH2:33])=[O:32])=[CH:8][C:7]([C:6]4[C:2]([CH3:1])=[N:3][O:4][C:5]=4[CH3:34])=[C:19]([F:20])[C:18]=3[C:17]3[C:12]2=[CH:13][C:14]([C:21]([N:23]2[CH2:28][C@H:27]([CH3:29])[O:26][C@H:25]([CH3:30])[CH2:24]2)=[O:22])=[CH:15][CH:16]=3)[CH2:59][CH2:58]1. The catalyst class is: 21. (5) Reactant: [CH:1]1[C:11]2[C:10]3[CH:12]=[CH:13][CH:14]=[CH:15][C:9]=3[CH2:8][O:7][C:6](=[O:16])[C:5]=2[CH:4]=[CH:3][CH:2]=1.[C:17]1(=[O:27])[NH:21][C:20](=[O:22])[C:19]2=[CH:23][CH:24]=[CH:25][CH:26]=[C:18]12.[K]. Product: [C:17]1(=[O:27])[N:21]([CH2:8][C:9]2[CH:15]=[CH:14][CH:13]=[CH:12][C:10]=2[C:11]2[C:5]([C:6]([OH:7])=[O:16])=[CH:4][CH:3]=[CH:2][CH:1]=2)[C:20](=[O:22])[C:19]2=[CH:23][CH:24]=[CH:25][CH:26]=[C:18]12. The catalyst class is: 3. (6) Reactant: [C:1]1([C@H:7]([NH2:9])[CH3:8])[CH:6]=[CH:5][CH:4]=[CH:3][CH:2]=1.C(N(CC)CC)C.[CH:17]1([C:22](=O)[CH3:23])[CH2:21][CH2:20][CH2:19][CH2:18]1.C(OCC)C. Product: [CH:17]1([C:22](=[N:9][C@@H:7]([C:1]2[CH:6]=[CH:5][CH:4]=[CH:3][CH:2]=2)[CH3:8])[CH3:23])[CH2:21][CH2:20][CH2:19][CH2:18]1. The catalyst class is: 642.